Dataset: Retrosynthesis with 50K atom-mapped reactions and 10 reaction types from USPTO. Task: Predict the reactants needed to synthesize the given product. Given the product CC(C)(C)c1ccc(Oc2nc(Nc3cccc(CO)c3)nc(Oc3ccccc3)n2)cc1, predict the reactants needed to synthesize it. The reactants are: COC(=O)c1cccc(Nc2nc(Oc3ccccc3)nc(Oc3ccc(C(C)(C)C)cc3)n2)c1.